This data is from Catalyst prediction with 721,799 reactions and 888 catalyst types from USPTO. The task is: Predict which catalyst facilitates the given reaction. (1) Product: [NH2:1][C:2]1[N:3]=[C:4]([CH3:19])[C:5]2[CH:11]=[C:10]([C:28]3[CH:29]=[N:30][NH:31][CH:32]=3)[C:9](=[O:13])[N:8]([N:14]3[CH2:18][CH2:17][CH2:16][CH2:15]3)[C:6]=2[N:7]=1. The catalyst class is: 44. Reactant: [NH2:1][C:2]1[N:3]=[C:4]([CH3:19])[C:5]2[CH:11]=[C:10](Br)[C:9](=[O:13])[N:8]([N:14]3[CH2:18][CH2:17][CH2:16][CH2:15]3)[C:6]=2[N:7]=1.CC1(C)C(C)(C)OB([C:28]2[CH:29]=[N:30][N:31](C(OC(C)(C)C)=O)[CH:32]=2)O1.O. (2) Reactant: [CH2:1]([C:5]1[CH:16]=[CH:15][C:8]([CH2:9][N:10]2[CH2:14][CH2:13][CH2:12][CH2:11]2)=[CH:7][CH:6]=1)[CH2:2][C:3]#[CH:4].Br[C:18]1[CH:23]=[CH:22][C:21]([Br:24])=[CH:20][N:19]=1.C(NC(C)C)(C)C. Product: [Br:24][C:21]1[CH:22]=[CH:23][C:18]([C:4]#[C:3][CH2:2][CH2:1][C:5]2[CH:16]=[CH:15][C:8]([CH2:9][N:10]3[CH2:14][CH2:13][CH2:12][CH2:11]3)=[CH:7][CH:6]=2)=[N:19][CH:20]=1. The catalyst class is: 20. (3) Reactant: [CH3:1][O:2][C:3]1[CH:4]=[C:5]([CH:11]([C:13]2[CH:23]=[CH:22][C:16]3[N:17]([CH3:21])[C:18]([CH3:20])=[N:19][C:15]=3[CH:14]=2)[OH:12])[CH:6]=[C:7]([O:9][CH3:10])[CH:8]=1. Product: [CH3:10][O:9][C:7]1[CH:6]=[C:5]([C:11]([C:13]2[CH:23]=[CH:22][C:16]3[N:17]([CH3:21])[C:18]([CH3:20])=[N:19][C:15]=3[CH:14]=2)=[O:12])[CH:4]=[C:3]([O:2][CH3:1])[CH:8]=1. The catalyst class is: 177. (4) Reactant: [NH:1]1[CH2:6][CH2:5][CH:4]([N:7]2[C:11]3[CH:12]=[CH:13][CH:14]=[CH:15][C:10]=3[NH:9][C:8]2=[O:16])[CH2:3][CH2:2]1.C(O)(C)C.Cl[C:22]1[N:30]=[CH:29][N:28]=[C:27]2[C:23]=1[N:24]=[C:25]([C:32]1[CH:33]=[N:34][N:35]([CH2:37][CH3:38])[CH:36]=1)[N:26]2[CH3:31]. Product: [CH2:37]([N:35]1[CH:36]=[C:32]([C:25]2[N:26]([CH3:31])[C:27]3[C:23]([N:24]=2)=[C:22]([N:1]2[CH2:2][CH2:3][CH:4]([N:7]4[C:11]5[CH:12]=[CH:13][CH:14]=[CH:15][C:10]=5[NH:9][C:8]4=[O:16])[CH2:5][CH2:6]2)[N:30]=[CH:29][N:28]=3)[CH:33]=[N:34]1)[CH3:38]. The catalyst class is: 66. (5) Reactant: [CH3:1][N:2]1[C:6]([C:7]([OH:9])=[O:8])=[CH:5][CH:4]=[N:3]1.S(Cl)(Cl)=O.[CH3:14]O. Product: [CH3:1][N:2]1[C:6]([C:7]([O:9][CH3:14])=[O:8])=[CH:5][CH:4]=[N:3]1. The catalyst class is: 6. (6) Reactant: [CH3:1][C@@H:2]1[N:7]([CH3:8])[CH2:6][CH2:5][N:4]([CH:9]2[CH2:12][N:11](C(OCC3C=CC=CC=3)=O)[CH2:10]2)[CH2:3]1. Product: [NH:11]1[CH2:12][CH:9]([N:4]2[CH2:5][CH2:6][N:7]([CH3:8])[C@@H:2]([CH3:1])[CH2:3]2)[CH2:10]1. The catalyst class is: 352. (7) Reactant: Cl[CH2:2][CH2:3][CH2:4][N:5]1[C:14]2[C:9](=[CH:10][C:11]([N+:15]([O-:17])=[O:16])=[CH:12][CH:13]=2)[CH2:8][CH2:7][C:6]1=[O:18].C(=O)([O-])[O-].[K+].[K+].[NH:25]1[CH2:30][CH2:29][O:28][CH2:27][CH2:26]1. Product: [O:28]1[CH2:29][CH2:30][N:25]([CH2:2][CH2:3][CH2:4][N:5]2[C:14]3[C:9](=[CH:10][C:11]([N+:15]([O-:17])=[O:16])=[CH:12][CH:13]=3)[CH2:8][CH2:7][C:6]2=[O:18])[CH2:26][CH2:27]1. The catalyst class is: 47. (8) Reactant: [CH2:1]([O:8][C:9]1[CH:10]=[C:11]2[C:15](=[CH:16][CH:17]=1)[NH:14][CH:13]=[CH:12]2)[C:2]1[CH:7]=[CH:6][CH:5]=[CH:4][CH:3]=1.[H-].[Na+].Br[CH:21]([CH3:26])[C:22]([O:24][CH3:25])=[O:23]. Product: [CH3:25][O:24][C:22](=[O:23])[CH:21]([N:14]1[C:15]2[C:11](=[CH:10][C:9]([O:8][CH2:1][C:2]3[CH:3]=[CH:4][CH:5]=[CH:6][CH:7]=3)=[CH:17][CH:16]=2)[CH:12]=[CH:13]1)[CH3:26]. The catalyst class is: 3. (9) Reactant: [CH3:1][N:2]([CH2:19][CH2:20][CH3:21])[C:3]([C:5]1[CH:6]=[C:7]([CH:11]=[C:12]([C:14]2[O:15][CH:16]=[CH:17][N:18]=2)[CH:13]=1)[C:8]([OH:10])=O)=[O:4].C(N(C(C)C)CC)(C)C.CN(C(ON1N=NC2C=CC=NC1=2)=[N+](C)C)C.F[P-](F)(F)(F)(F)F.Cl.Cl.[NH2:57][C@@H:58]([CH2:72][C:73]1[CH:78]=[C:77]([F:79])[CH:76]=[C:75]([F:80])[CH:74]=1)[C@H:59]([OH:71])[CH2:60][NH:61][CH2:62][C:63]1[CH:68]=[CH:67][CH:66]=[C:65]([CH2:69][CH3:70])[CH:64]=1. Product: [F:79][C:77]1[CH:78]=[C:73]([CH:74]=[C:75]([F:80])[CH:76]=1)[CH2:72][C@H:58]([NH:57][C:8](=[O:10])[C:7]1[CH:11]=[C:12]([C:14]2[O:15][CH:16]=[CH:17][N:18]=2)[CH:13]=[C:5]([C:3]([N:2]([CH3:1])[CH2:19][CH2:20][CH3:21])=[O:4])[CH:6]=1)[C@H:59]([OH:71])[CH2:60][NH:61][CH2:62][C:63]1[CH:68]=[CH:67][CH:66]=[C:65]([CH2:69][CH3:70])[CH:64]=1. The catalyst class is: 3. (10) Reactant: [Cl:1][C:2]1[CH:11]=[C:10]2[C:5]([NH:6][C:7](=O)[CH:8]3[CH2:15][N:14]([C:16]([O:18][CH2:19][C:20]4[CH:25]=[CH:24][CH:23]=[CH:22][CH:21]=4)=[O:17])[CH2:13][CH2:12][N:9]32)=[CH:4][CH:3]=1.B.C1COCC1.CO. Product: [Cl:1][C:2]1[CH:11]=[C:10]2[C:5]([NH:6][CH2:7][CH:8]3[CH2:15][N:14]([C:16]([O:18][CH2:19][C:20]4[CH:21]=[CH:22][CH:23]=[CH:24][CH:25]=4)=[O:17])[CH2:13][CH2:12][N:9]32)=[CH:4][CH:3]=1. The catalyst class is: 1.